This data is from Reaction yield outcomes from USPTO patents with 853,638 reactions. The task is: Predict the reaction yield, written as a fraction of the theoretical maximum amount of product (1.0 means a 100% yield; for example, 0.34 means a 34% yield). The reactants are [CH2:1]1[C:6]2[CH:7]=[CH:8][C:9]([N:11]3[CH2:15][C@H:14]([CH2:16][NH:17][C:18](=[O:20])[CH3:19])[O:13][C:12]3=[O:21])=[CH:10][C:5]=2[CH2:4][CH2:3]S1.C[N+]1([O-])CCOCC1.[OH:30][S:31]([O-:33])=O.[Na+]. The catalyst is CC(C)=O.O.O=[Os](=O)(=O)=O. The product is [O:30]=[S:31]1(=[O:33])[CH2:3][CH2:4][C:5]2[CH:10]=[C:9]([N:11]3[CH2:15][C@H:14]([CH2:16][NH:17][C:18](=[O:20])[CH3:19])[O:13][C:12]3=[O:21])[CH:8]=[CH:7][C:6]=2[CH2:1]1. The yield is 0.860.